This data is from Catalyst prediction with 721,799 reactions and 888 catalyst types from USPTO. The task is: Predict which catalyst facilitates the given reaction. (1) Reactant: Br[C:2]1[CH:3]=[C:4]2[C:9](=[CH:10][CH:11]=1)[N:8]=[C:7]([C:12]1[CH:17]=[CH:16][CH:15]=[CH:14][CH:13]=1)[CH:6]=[C:5]2[O:18][C@H:19]1[CH2:23][N:22]([C:24]([O:26][C:27]([CH3:30])([CH3:29])[CH3:28])=[O:25])[C@H:21]([C:31]([O:33][CH3:34])=[O:32])[CH2:20]1.[CH:35]([Sn](CCCC)(CCCC)CCCC)=[CH2:36]. Product: [C:12]1([C:7]2[CH:6]=[C:5]([O:18][C@H:19]3[CH2:23][N:22]([C:24]([O:26][C:27]([CH3:28])([CH3:29])[CH3:30])=[O:25])[C@H:21]([C:31]([O:33][CH3:34])=[O:32])[CH2:20]3)[C:4]3[C:9](=[CH:10][CH:11]=[C:2]([CH:35]=[CH2:36])[CH:3]=3)[N:8]=2)[CH:17]=[CH:16][CH:15]=[CH:14][CH:13]=1. The catalyst class is: 11. (2) Reactant: [O:1]1[CH:5]=[CH:4][C:3]([CH:6]=[CH:7][C:8]#[N:9])=[CH:2]1.[H][H]. Product: [O:1]1[CH:5]=[CH:4][C:3]([CH2:6][CH2:7][CH2:8][NH2:9])=[CH:2]1. The catalyst class is: 171. (3) Reactant: Br[C:2]1[CH:3]=[C:4]2[CH:10]=[CH:9][NH:8][C:5]2=[N:6][CH:7]=1.[C:11]1(B(O)O)[CH:16]=[CH:15][CH:14]=[CH:13][CH:12]=1.C(=O)([O-])[O-].[K+].[K+]. Product: [C:11]1([C:2]2[CH:3]=[C:4]3[CH:10]=[CH:9][NH:8][C:5]3=[N:6][CH:7]=2)[CH:16]=[CH:15][CH:14]=[CH:13][CH:12]=1. The catalyst class is: 117. (4) Reactant: C(OC([N:8]1[CH2:13][CH2:12][N:11]([C:14]2[CH:15]=[N:16][C:17]3[C:22]([CH:23]=2)=[CH:21][CH:20]=[CH:19][CH:18]=3)[CH2:10][CH2:9]1)=O)(C)(C)C.[ClH:24]. Product: [ClH:24].[N:11]1([C:14]2[CH:15]=[N:16][C:17]3[C:22]([CH:23]=2)=[CH:21][CH:20]=[CH:19][CH:18]=3)[CH2:10][CH2:9][NH:8][CH2:13][CH2:12]1. The catalyst class is: 12. (5) Reactant: [F:1][C:2]([F:17])([F:16])[CH:3]1[NH:8][CH2:7][CH2:6][N:5]([C:9]([O:11][C:12]([CH3:15])([CH3:14])[CH3:13])=[O:10])[CH2:4]1.[CH3:18][O:19][C:20]1[CH:27]=[C:26]([CH2:28][CH:29]=O)[CH:25]=[CH:24][C:21]=1[C:22]#[N:23].C([BH3-])#N.[Na+]. Product: [C:22]([C:21]1[CH:24]=[CH:25][C:26]([CH2:28][CH2:29][N:8]2[CH2:7][CH2:6][N:5]([C:9]([O:11][C:12]([CH3:13])([CH3:14])[CH3:15])=[O:10])[CH2:4][CH:3]2[C:2]([F:1])([F:16])[F:17])=[CH:27][C:20]=1[O:19][CH3:18])#[N:23]. The catalyst class is: 5.